Dataset: Forward reaction prediction with 1.9M reactions from USPTO patents (1976-2016). Task: Predict the product of the given reaction. (1) Given the reactants [CH3:1][C:2]1[CH2:8][CH:7]([C@H:9]([C@@H:11]2[C@@:15]3([CH3:33])[CH2:16][CH2:17][C@@H:18]4[C@@:23]5([CH3:31])[C:24]([CH2:26][C@H:27]([OH:30])[C@H:28]([OH:29])[C@@:22]65[O:32][C@@H:21]6[CH2:20][C@H:19]4[C@@H:14]3[CH2:13][CH2:12]2)=[O:25])[CH3:10])[O:6][C:4](=[O:5])[C:3]=1[CH2:34][O:35][C@@H]1O[C@H](CO)[C@@H](O)[C@H](O)[C@H]1O.CC1C[C@H]([C@H]([C@@H]2[C@@]3(C)CC[C@@H]4[C@@]5(C)[C@@H](O)C[C@H](O[C@@H]6O[C@H](CO)[C@@H](O)[C@H](O)[C@H]6O)[C@H](O)[C@@]65O[C@@H]6C[C@H]4[C@@H]3CC2O)C)OC(=O)C=1CO, predict the reaction product. The product is: [CH3:1][C:2]1[CH2:8][C@H:7]([C@H:9]([C@@H:11]2[C@@:15]3([CH3:33])[CH2:16][CH2:17][C@@H:18]4[C@@:23]5([CH3:31])[C:24]([CH2:26][C@H:27]([OH:30])[C@H:28]([OH:29])[C@@:22]65[O:32][C@@H:21]6[CH2:20][C@H:19]4[C@@H:14]3[CH2:13][CH2:12]2)=[O:25])[CH3:10])[O:6][C:4](=[O:5])[C:3]=1[CH2:34][OH:35]. (2) Given the reactants [CH3:1][O:2][C:3]([C:5]1[S:6][C:7]([C:11]2[CH:16]=[CH:15][CH:14]=[CH:13][CH:12]=2)=[CH:8][C:9]=1[NH2:10])=[O:4].[CH2:17]1[O:27][C:20]2([CH2:25][CH2:24][C:23](=O)[CH2:22][CH2:21]2)[O:19][CH2:18]1.C([Sn](Cl)(Cl)CCCC)CCC.C1([SiH3])C=CC=CC=1, predict the reaction product. The product is: [CH3:1][O:2][C:3]([C:5]1[S:6][C:7]([C:11]2[CH:16]=[CH:15][CH:14]=[CH:13][CH:12]=2)=[CH:8][C:9]=1[NH:10][CH:23]1[CH2:24][CH2:25][C:20]2([O:27][CH2:17][CH2:18][O:19]2)[CH2:21][CH2:22]1)=[O:4].